Dataset: Forward reaction prediction with 1.9M reactions from USPTO patents (1976-2016). Task: Predict the product of the given reaction. Given the reactants Br[C:2]1[CH:10]=[CH:9][C:5]([C:6]([OH:8])=[O:7])=[C:4]([Cl:11])[CH:3]=1.[F:12][C:13]1[CH:14]=[CH:15][C:16]([O:22][CH3:23])=[C:17](B(O)O)[CH:18]=1.C(O)C.C(=O)([O-])[O-].[Na+].[Na+], predict the reaction product. The product is: [Cl:11][C:4]1[CH:3]=[C:2]([C:15]2[CH:14]=[C:13]([F:12])[CH:18]=[CH:17][C:16]=2[O:22][CH3:23])[CH:10]=[CH:9][C:5]=1[C:6]([OH:8])=[O:7].